This data is from Full USPTO retrosynthesis dataset with 1.9M reactions from patents (1976-2016). The task is: Predict the reactants needed to synthesize the given product. (1) Given the product [CH3:23][C:22]1[N:27]=[CH:28][N:20]([C:2]2[N:3]=[CH:4][S:5][C:6]=2[NH:7][C:8](=[O:10])[CH3:9])[CH:21]=1, predict the reactants needed to synthesize it. The reactants are: Br[C:2]1[N:3]=[CH:4][S:5][C:6]=1[NH:7][C:8](=[O:10])[CH3:9].C([O-])([O-])=O.[Cs+].[Cs+].N#N.C[NH:20][C@@H:21]1CCC[CH2:23][C@H:22]1[NH:27][CH3:28].CC1N=CNC=1. (2) Given the product [NH:4]1[C:5]([C:6]2[CH:7]=[C:8]([C:13]3[CH:14]=[CH:15][C:16]([C:19]([F:20])([F:21])[F:22])=[CH:17][CH:18]=3)[CH:9]=[CH:10][C:11]=2[NH:12][C:28](=[O:29])[C:27]2[CH:31]=[C:32]([C:34]([F:35])([F:36])[F:37])[CH:33]=[C:25]([C:24]([F:23])([F:38])[F:39])[CH:26]=2)=[N:1][N:2]=[N:3]1, predict the reactants needed to synthesize it. The reactants are: [NH:1]1[C:5]([C:6]2[CH:7]=[C:8]([C:13]3[CH:18]=[CH:17][C:16]([C:19]([F:22])([F:21])[F:20])=[CH:15][CH:14]=3)[CH:9]=[CH:10][C:11]=2[NH2:12])=[N:4][N:3]=[N:2]1.[F:23][C:24]([F:39])([F:38])[C:25]1[CH:26]=[C:27]([CH:31]=[C:32]([C:34]([F:37])([F:36])[F:35])[CH:33]=1)[C:28](Cl)=[O:29]. (3) Given the product [CH3:6][C:2]([O:7][C:8]1[CH:13]=[CH:12][C:11]([C:14]2[CH:19]=[CH:18][CH:17]=[CH:16][N:15]=2)=[CH:10][CH:9]=1)([CH3:1])[C:3]([N:48]1[CH2:52][CH2:51][C:50]2([C:56]3[CH:57]=[CH:58][CH:59]=[CH:60][C:55]=3[C:54](=[O:61])[O:53]2)[CH2:49]1)=[O:5], predict the reactants needed to synthesize it. The reactants are: [CH3:1][C:2]([O:7][C:8]1[CH:13]=[CH:12][C:11]([C:14]2[CH:19]=[CH:18][CH:17]=[CH:16][N:15]=2)=[CH:10][CH:9]=1)([CH3:6])[C:3]([OH:5])=O.CN([P+](ON1N=NC2C=CC=CC1=2)(N(C)C)N(C)C)C.F[P-](F)(F)(F)(F)F.Cl.[NH:48]1[CH2:52][CH2:51][C:50]2([C:56]3[CH:57]=[CH:58][CH:59]=[CH:60][C:55]=3[C:54](=[O:61])[O:53]2)[CH2:49]1.C(N(CC)C(C)C)(C)C.C(=O)(O)[O-].[Na+]. (4) Given the product [CH2:1]([O:3][C:4](=[O:22])/[C:5](/[CH3:21])=[CH:6]/[C@@H:7]([NH:12][CH3:13])[CH2:8][CH:9]([CH3:11])[CH3:10])[CH3:2], predict the reactants needed to synthesize it. The reactants are: [CH2:1]([O:3][C:4](=[O:22])[C:5]([CH3:21])=[CH:6][C@@H:7]([N:12](C(OC(C)(C)C)=O)[CH3:13])[CH2:8][CH:9]([CH3:11])[CH3:10])[CH3:2]. (5) Given the product [C:17]([O:21][C:22]([NH:24][C@H:25]1[CH2:31][CH2:30][C@@H:29]([O:32][C:14]([CH:8]2[CH2:13][CH2:12][CH2:11][CH2:10][CH2:9]2)=[O:15])[CH2:28][NH:27][C:26]1=[O:33])=[O:23])([CH3:20])([CH3:18])[CH3:19], predict the reactants needed to synthesize it. The reactants are: C(N(CC)CC)C.[CH:8]1([C:14](Cl)=[O:15])[CH2:13][CH2:12][CH2:11][CH2:10][CH2:9]1.[C:17]([O:21][C:22]([NH:24][C@H:25]1[CH2:31][CH2:30][C@@H:29]([OH:32])[CH2:28][NH:27][C:26]1=[O:33])=[O:23])([CH3:20])([CH3:19])[CH3:18]. (6) Given the product [CH3:1][O:2][C:3](=[O:52])[CH:4]([NH:18][C:19](=[O:51])[CH2:20][NH:21][C:22](=[O:50])[C:23]1[CH:28]=[CH:27][C:26]([Br:29])=[CH:25][C:24]=1[NH:30][C:31]1([CH2:42][C:43]2[CH:48]=[CH:47][CH:46]=[C:45]([Cl:49])[CH:44]=2)[C:39]2[C:34](=[CH:35][C:36]([Cl:40])=[CH:37][CH:38]=2)[NH:33][C:32]1=[O:41])[CH2:5][CH2:6][CH2:7][CH2:8][NH2:9], predict the reactants needed to synthesize it. The reactants are: [CH3:1][O:2][C:3](=[O:52])[CH:4]([NH:18][C:19](=[O:51])[CH2:20][NH:21][C:22](=[O:50])[C:23]1[CH:28]=[CH:27][C:26]([Br:29])=[CH:25][C:24]=1[NH:30][C:31]1([CH2:42][C:43]2[CH:48]=[CH:47][CH:46]=[C:45]([Cl:49])[CH:44]=2)[C:39]2[C:34](=[CH:35][C:36]([Cl:40])=[CH:37][CH:38]=2)[NH:33][C:32]1=[O:41])[CH2:5][CH2:6][CH2:7][CH:8](N)[NH:9]C(OC(C)(C)C)=O.